From a dataset of Forward reaction prediction with 1.9M reactions from USPTO patents (1976-2016). Predict the product of the given reaction. (1) Given the reactants [CH2:1]([O:3][C:4]1[N:9]=[C:8]([NH2:10])[C:7]([NH2:11])=[CH:6][CH:5]=1)[CH3:2].[F:12][C:13]1[N:18]=[CH:17][C:16]([CH:19]=O)=[CH:15][CH:14]=1.S([O-])(O[O-])(=O)=O.[K+].[K+], predict the reaction product. The product is: [CH2:1]([O:3][C:4]1[N:9]=[C:8]2[N:10]=[C:19]([C:16]3[CH:17]=[N:18][C:13]([F:12])=[CH:14][CH:15]=3)[NH:11][C:7]2=[CH:6][CH:5]=1)[CH3:2]. (2) Given the reactants C[O:2][C:3](=[O:22])[C:4]1[C:5](=[C:10]([NH:14][CH2:15][C:16]2[O:17][C:18]([CH3:21])=[CH:19][CH:20]=2)[CH:11]=[CH:12][CH:13]=1)[C:6]([O:8]C)=[O:7].COCCNC1C=CC=C(C(O)=O)C=1C(O)=O, predict the reaction product. The product is: [CH3:21][C:18]1[O:17][C:16]([CH2:15][NH:14][C:10]2[CH:11]=[CH:12][CH:13]=[C:4]([C:3]([OH:22])=[O:2])[C:5]=2[C:6]([OH:8])=[O:7])=[CH:20][CH:19]=1. (3) Given the reactants FC(F)(F)C(O)=O.[Cl:8][C:9]1[N:10]=[C:11]([N:18]2[CH2:23][CH2:22][O:21][CH2:20][CH2:19]2)[C:12]2[CH2:17][NH:16][CH2:15][C:13]=2[N:14]=1.C(O)(C(F)(F)F)=O.C(N(CC)CC)C.Cl[C:39]([O:41][CH2:42][CH3:43])=[O:40], predict the reaction product. The product is: [Cl:8][C:9]1[N:10]=[C:11]([N:18]2[CH2:19][CH2:20][O:21][CH2:22][CH2:23]2)[C:12]2[CH2:17][N:16]([C:39]([O:41][CH2:42][CH3:43])=[O:40])[CH2:15][C:13]=2[N:14]=1.